Predict the reactants needed to synthesize the given product. From a dataset of Full USPTO retrosynthesis dataset with 1.9M reactions from patents (1976-2016). (1) Given the product [F:31][CH:2]([F:1])[O:3][C:4]1[CH:5]=[C:6]([N:14]([CH2:24][C:25]2[CH:26]=[N:27][CH:28]=[CH:29][CH:30]=2)[C:15]2[CH:16]=[C:17]([C:21]([OH:23])([CH3:32])[CH3:22])[CH:18]=[CH:19][CH:20]=2)[CH:7]=[CH:8][C:9]=1[O:10][CH:11]([F:13])[F:12], predict the reactants needed to synthesize it. The reactants are: [F:1][CH:2]([F:31])[O:3][C:4]1[CH:5]=[C:6]([N:14]([CH2:24][C:25]2[CH:26]=[N:27][CH:28]=[CH:29][CH:30]=2)[C:15]2[CH:16]=[C:17]([C:21](=[O:23])[CH3:22])[CH:18]=[CH:19][CH:20]=2)[CH:7]=[CH:8][C:9]=1[O:10][CH:11]([F:13])[F:12].[CH3:32][Mg]Cl.[NH4+].[Cl-].CCOC(C)=O. (2) Given the product [CH:13]([C:10]1[CH:9]=[CH:8][C:7]([N:6]2[C:4](=[O:5])[C:3]3[C:2](=[CH:20][CH:19]=[C:18]([F:21])[CH:17]=3)[N:1]=[C:30]2[C:29]2[CH:32]=[C:33]([CH3:34])[C:26]([O:25][CH2:24][CH2:23][OH:22])=[C:27]([CH3:35])[CH:28]=2)=[CH:12][CH:11]=1)([CH2:15][CH3:16])[CH3:14], predict the reactants needed to synthesize it. The reactants are: [NH2:1][C:2]1[CH:20]=[CH:19][C:18]([F:21])=[CH:17][C:3]=1[C:4]([NH:6][C:7]1[CH:12]=[CH:11][C:10]([CH:13]([CH2:15][CH3:16])[CH3:14])=[CH:9][CH:8]=1)=[O:5].[OH:22][CH2:23][CH2:24][O:25][C:26]1[C:33]([CH3:34])=[CH:32][C:29]([CH:30]=O)=[CH:28][C:27]=1[CH3:35]. (3) Given the product [Cl:19][C:20]1[CH:21]=[C:22]([CH:33]=[CH:34][C:35]=1[F:36])[O:23][C:24]1[C:25]([C:26]([N:53]2[C:52]3[C:57](=[N:48][CH:49]=[CH:50][CH:51]=3)[CH2:56][CH2:55][CH2:54]2)=[O:28])=[CH:29][CH:30]=[CH:31][N:32]=1, predict the reactants needed to synthesize it. The reactants are: ClC1C=CC(Cl)=CC=1OC1N=CC=CC=1C(O)=O.[Cl:19][C:20]1[CH:21]=[C:22]([CH:33]=[CH:34][C:35]=1[F:36])[O:23][C:24]1[N:32]=[CH:31][CH:30]=[CH:29][C:25]=1[C:26]([OH:28])=O.CC1CCC2C(=CC=CC=2)N1.[NH:48]1[C:57]2[C:52](=[N:53][CH:54]=[CH:55][CH:56]=2)[CH2:51][CH2:50][CH2:49]1. (4) Given the product [CH3:1][O:2][C:3](=[O:26])[CH2:4][C:5]1[CH:10]=[CH:9][CH:8]=[C:7]([O:11][C:12]2[CH:17]=[CH:16][C:15]([C:18]([F:20])([F:19])[F:21])=[CH:14][C:13]=2[CH2:22][N:23]([S:34]([C:31]2[CH:32]=[CH:33][C:28]([Br:27])=[CH:29][CH:30]=2)(=[O:36])=[O:35])[CH2:24][CH3:25])[CH:6]=1, predict the reactants needed to synthesize it. The reactants are: [CH3:1][O:2][C:3](=[O:26])[CH2:4][C:5]1[CH:10]=[CH:9][CH:8]=[C:7]([O:11][C:12]2[CH:17]=[CH:16][C:15]([C:18]([F:21])([F:20])[F:19])=[CH:14][C:13]=2[CH2:22][NH:23][CH2:24][CH3:25])[CH:6]=1.[Br:27][C:28]1[CH:33]=[CH:32][C:31]([S:34](Cl)(=[O:36])=[O:35])=[CH:30][CH:29]=1. (5) Given the product [C:1]([O:4][C:5]1[CH:13]=[C:12]2[C:8]([C@@H:9]([CH2:21][Cl:22])[CH2:10][NH:11]2)=[C:7]2[C:23]([CH3:26])=[CH:24][S:25][C:6]=12)(=[O:3])[CH3:2], predict the reactants needed to synthesize it. The reactants are: [C:1]([O:4][C:5]1[CH:13]=[C:12]2[C:8]([C@@H:9]([CH2:21][Cl:22])[CH2:10][N:11]2C(OC(C)(C)C)=O)=[C:7]2[C:23]([CH3:26])=[CH:24][S:25][C:6]=12)(=[O:3])[CH3:2].Cl.C(OC1C=C2C([C@@H](CCl)CN2C(C23CC(C(N4C5C(=C6C(C)=CSC6=C(OC(=O)C)C=5)[C@@H](CCl)C4)=O)(C2)C3)=O)=C2C(C)=CSC=12)(=O)C. (6) Given the product [O:14]1[CH:15]=[CH:16][CH:17]=[C:13]1[C:11]1[N:12]=[C:7]([NH2:6])[C:8]2[CH:20]=[C:19]([CH2:21][NH:5][CH2:4][CH2:3][O:2][CH3:1])[S:18][C:9]=2[N:10]=1, predict the reactants needed to synthesize it. The reactants are: [CH3:1][O:2][CH2:3][CH2:4][NH2:5].[NH2:6][C:7]1[C:8]2[CH:20]=[C:19]([CH:21]=O)[S:18][C:9]=2[N:10]=[C:11]([C:13]2[O:14][CH:15]=[CH:16][CH:17]=2)[N:12]=1.C(C1SC(C#N)=CC=1)(C)(C)C.